Dataset: Reaction yield outcomes from USPTO patents with 853,638 reactions. Task: Predict the reaction yield, written as a fraction of the theoretical maximum amount of product (1.0 means a 100% yield; for example, 0.34 means a 34% yield). (1) The reactants are [C:1]([C:3]1([CH2:9][O:10][C:11]2[C:23]([CH:24]3[CH2:26][CH2:25]3)=[CH:22][C:14]([C:15]([O:17]C(C)(C)C)=[O:16])=[C:13]([F:27])[CH:12]=2)[CH2:8][CH2:7][CH2:6][CH2:5][CH2:4]1)#[N:2].FC(F)(F)C(O)=O. The catalyst is ClCCl. The product is [C:1]([C:3]1([CH2:9][O:10][C:11]2[C:23]([CH:24]3[CH2:26][CH2:25]3)=[CH:22][C:14]([C:15]([OH:17])=[O:16])=[C:13]([F:27])[CH:12]=2)[CH2:4][CH2:5][CH2:6][CH2:7][CH2:8]1)#[N:2]. The yield is 0.750. (2) The reactants are [NH2:1][C:2]1[C:9]([F:10])=[CH:8][C:5]([C:6]#[N:7])=[C:4]([F:11])[CH:3]=1.C([Li])CCC.[CH3:17][S:18](Cl)(=[O:20])=[O:19]. The catalyst is O1CCCC1. The product is [F:10][C:9]1[CH:8]=[C:5]([C:6]#[N:7])[C:4]([F:11])=[CH:3][C:2]=1[NH:1][S:18]([CH3:17])(=[O:20])=[O:19]. The yield is 0.796. (3) The reactants are Cl.[CH3:2][C:3]([CH3:13])([CH3:12])[CH2:4][CH2:5][N:6]1[CH2:11][CH2:10][NH:9][CH2:8][CH2:7]1.C(=O)([O-])[O-].[K+].[K+].[I-].[K+].[CH2:22]([O:24][C:25](=[O:39])[C:26]1[CH:31]=[CH:30][C:29]([O:32][CH2:33][CH2:34][CH2:35][CH2:36]Br)=[C:28]([F:38])[CH:27]=1)[CH3:23]. The catalyst is CC(C)=O. The product is [CH2:22]([O:24][C:25](=[O:39])[C:26]1[CH:31]=[CH:30][C:29]([O:32][CH2:33][CH2:34][CH2:35][CH2:36][N:9]2[CH2:8][CH2:7][N:6]([CH2:5][CH2:4][C:3]([CH3:13])([CH3:12])[CH3:2])[CH2:11][CH2:10]2)=[C:28]([F:38])[CH:27]=1)[CH3:23]. The yield is 0.900. (4) The reactants are [O:1]1[C:5]2[CH:6]=[CH:7][CH:8]=[CH:9][C:4]=2[CH:3]=[C:2]1[C:10]1[N:14]2[N:15]=[C:16](Cl)[CH:17]=[CH:18][C:13]2=[N:12][CH:11]=1.Cl.[NH2:21][C@H:22]1[CH2:27][CH2:26][CH2:25][CH2:24][C@H:23]1[OH:28].C(N(C(C)C)C(C)C)C. The catalyst is C(O)CCC. The product is [O:1]1[C:5]2[CH:6]=[CH:7][CH:8]=[CH:9][C:4]=2[CH:3]=[C:2]1[C:10]1[N:14]2[N:15]=[C:16]([NH:21][C@H:22]3[CH2:27][CH2:26][CH2:25][CH2:24][C@H:23]3[OH:28])[CH:17]=[CH:18][C:13]2=[N:12][CH:11]=1. The yield is 0.100. (5) The reactants are [S:1](Cl)([C:4]1[C:16]2[CH:15]=[CH:14][CH:13]=[C:9]([N:10]([CH3:12])[CH3:11])[C:8]=2[CH:7]=[CH:6][CH:5]=1)(=[O:3])=[O:2].CCN(CC)CC.[N:25]([CH2:28][CH2:29][CH2:30][NH2:31])=[N+:26]=[N-:27]. The catalyst is C(Cl)Cl. The product is [N:25]([CH2:28][CH2:29][CH2:30][NH:31][S:1]([C:4]1[C:16]2[C:8](=[C:9]([N:10]([CH3:12])[CH3:11])[CH:13]=[CH:14][CH:15]=2)[CH:7]=[CH:6][CH:5]=1)(=[O:3])=[O:2])=[N+:26]=[N-:27]. The yield is 0.880. (6) The reactants are C(OC([N:8]1[C:16]2[C:11](=[CH:12][CH:13]=[C:14]([OH:17])[CH:15]=2)[CH:10]=[C:9]1[C:18]1[CH:19]=[N:20][C:21]([N:24]2[CH:28]=[N:27][CH:26]=[N:25]2)=[CH:22][CH:23]=1)=O)(C)(C)C.C([O-])([O-])=O.[Cs+].[Cs+].[F:35][CH2:36][CH2:37][CH2:38]I. The catalyst is CN(C=O)C.C(O)(C(F)(F)F)=O. The product is [F:35][CH2:36][CH2:37][CH2:38][O:17][C:14]1[CH:15]=[C:16]2[C:11]([CH:10]=[C:9]([C:18]3[CH:19]=[N:20][C:21]([N:24]4[CH:28]=[N:27][CH:26]=[N:25]4)=[CH:22][CH:23]=3)[NH:8]2)=[CH:12][CH:13]=1. The yield is 0.880. (7) The reactants are [NH2:1][C:2]1[CH:7]=[CH:6][C:5]([S:8]([NH:11][C:12]2[CH:17]=[CH:16][CH:15]=[CH:14][C:13]=2[CH3:18])(=[O:10])=[O:9])=[CH:4][CH:3]=1.[Cl:19][C:20]1[C:21](=[O:32])[C:22]2[C:27]([C:28](=[O:31])[C:29]=1Cl)=[CH:26][CH:25]=[CH:24][CH:23]=2. The catalyst is CCO. The product is [Cl:19][C:20]1[C:21](=[O:32])[C:22]2[C:27](=[CH:26][CH:25]=[CH:24][CH:23]=2)[C:28](=[O:31])[C:29]=1[NH:1][C:2]1[CH:7]=[CH:6][C:5]([S:8]([NH:11][C:12]2[CH:17]=[CH:16][CH:15]=[CH:14][C:13]=2[CH3:18])(=[O:10])=[O:9])=[CH:4][CH:3]=1. The yield is 0.280. (8) The reactants are Cl.[CH3:2][C:3]1([CH3:16])[CH2:8][O:7][C:6]2([CH2:13][CH2:12][CH:11]([NH:14][CH3:15])[CH2:10][CH2:9]2)[O:5][CH2:4]1.CCN(CC)CC.[C:32](O[C:32]([O:34][C:35]([CH3:38])([CH3:37])[CH3:36])=[O:33])([O:34][C:35]([CH3:38])([CH3:37])[CH3:36])=[O:33]. The catalyst is CN(C1C=CN=CC=1)C.C1COCC1.C([O-])(O)=O.[Na+]. The product is [C:35]([O:34][C:32](=[O:33])[N:14]([CH:11]1[CH2:10][CH2:9][C:6]2([O:5][CH2:4][C:3]([CH3:16])([CH3:2])[CH2:8][O:7]2)[CH2:13][CH2:12]1)[CH3:15])([CH3:36])([CH3:37])[CH3:38]. The yield is 0.990. (9) The reactants are [OH:1][C:2]1[C:3](=[O:28])[CH:4]=[C:5]([CH2:12][CH2:13][CH:14]2[CH2:18][O:17][C:16]([CH3:20])([CH3:19])[N:15]2[C:21]([O:23][C:24]([CH3:27])([CH3:26])[CH3:25])=[O:22])[O:6][C:7]=1[C:8]([O:10][CH3:11])=[O:9].[CH2:29](Cl)Cl.CO.C[Si](C=[N+]=[N-])(C)C. The catalyst is O. The product is [CH3:29][O:1][C:2]1[C:3](=[O:28])[CH:4]=[C:5]([CH2:12][CH2:13][CH:14]2[CH2:18][O:17][C:16]([CH3:19])([CH3:20])[N:15]2[C:21]([O:23][C:24]([CH3:27])([CH3:26])[CH3:25])=[O:22])[O:6][C:7]=1[C:8]([O:10][CH3:11])=[O:9]. The yield is 0.810.